From a dataset of Forward reaction prediction with 1.9M reactions from USPTO patents (1976-2016). Predict the product of the given reaction. (1) Given the reactants [NH2:1][C:2]1[S:6][C:5]([C:7]2[N:12]3[N:13]=[CH:14][C:15]([C:16]([C:18]4[S:19][CH:20]=[CH:21][CH:22]=4)=[O:17])=[C:11]3[N:10]=[CH:9][CH:8]=2)=[CH:4][CH:3]=1.[C:23](Cl)(=[O:30])[C:24]1[CH:29]=[CH:28][CH:27]=[CH:26][CH:25]=1, predict the reaction product. The product is: [S:19]1[CH:20]=[CH:21][CH:22]=[C:18]1[C:16]([C:15]1[CH:14]=[N:13][N:12]2[C:7]([C:5]3[S:6][C:2]([NH:1][C:23](=[O:30])[C:24]4[CH:29]=[CH:28][CH:27]=[CH:26][CH:25]=4)=[CH:3][CH:4]=3)=[CH:8][CH:9]=[N:10][C:11]=12)=[O:17]. (2) Given the reactants [CH:1]([C:4]1[NH:5][C:6]([C:24]2[CH:29]=[CH:28][CH:27]=[C:26]([CH3:30])[N:25]=2)=[C:7]([C:9]2[CH:10]=[C:11]([C:15]3[CH:20]=[CH:19][C:18]([N+:21]([O-])=O)=[CH:17][CH:16]=3)[CH:12]=[CH:13][CH:14]=2)[N:8]=1)([CH3:3])[CH3:2], predict the reaction product. The product is: [CH:1]([C:4]1[NH:5][C:6]([C:24]2[CH:29]=[CH:28][CH:27]=[C:26]([CH3:30])[N:25]=2)=[C:7]([C:9]2[CH:10]=[C:11]([C:15]3[CH:20]=[CH:19][C:18]([NH2:21])=[CH:17][CH:16]=3)[CH:12]=[CH:13][CH:14]=2)[N:8]=1)([CH3:3])[CH3:2]. (3) Given the reactants Cl[CH2:2][CH2:3][N:4]1[CH2:9][CH2:8][O:7][CH2:6][CH2:5]1.[Br:10][C:11]1[CH:12]=[N:13][NH:14][CH:15]=1.C([O-])([O-])=O.[K+].[K+], predict the reaction product. The product is: [Br:10][C:11]1[CH:12]=[N:13][N:14]([CH2:2][CH2:3][N:4]2[CH2:9][CH2:8][O:7][CH2:6][CH2:5]2)[CH:15]=1. (4) The product is: [Cl:12][C:13]1[N:14]=[CH:15][N:16]=[C:17]([C:2]2[CH:3]=[C:4]3[C:9](=[CH:10][CH:11]=2)[N:8]=[CH:7][CH:6]=[N:5]3)[C:18]=1[CH3:19]. Given the reactants Br[C:2]1[CH:3]=[C:4]2[C:9](=[CH:10][CH:11]=1)[N:8]=[CH:7][CH:6]=[N:5]2.[Cl:12][C:13]1[C:18]([CH3:19])=[C:17](Cl)[N:16]=[CH:15][N:14]=1, predict the reaction product. (5) Given the reactants [CH2:1]([N:5]1[C:9]([CH3:10])=[CH:8][C:7]([C:11]([NH2:13])=O)=[N:6]1)[CH2:2][CH2:3][CH3:4].P(Cl)(Cl)(Cl)=O.[OH-].[NH4+], predict the reaction product. The product is: [CH2:1]([N:5]1[C:9]([CH3:10])=[CH:8][C:7]([C:11]#[N:13])=[N:6]1)[CH2:2][CH2:3][CH3:4]. (6) The product is: [CH3:29][N:30]1[C:38]([CH3:39])=[C:37]2[C:32]([CH:33]=[C:34]([NH:40][C:2]3[N:7]=[C:6]([NH:8][CH:9]4[CH2:10][CH2:11][C:12]5([CH2:13][CH2:14][N:15]([C:18]([O:20][C:21]([CH3:24])([CH3:22])[CH3:23])=[O:19])[CH2:16][CH2:17]5)[CH2:25][CH2:26]4)[C:5]([CH3:27])=[CH:4][N:3]=3)[CH:35]=[CH:36]2)=[N:31]1. Given the reactants Cl[C:2]1[N:7]=[C:6]([NH:8][CH:9]2[CH2:26][CH2:25][C:12]3([CH2:17][CH2:16][N:15]([C:18]([O:20][C:21]([CH3:24])([CH3:23])[CH3:22])=[O:19])[CH2:14][CH2:13]3)[CH2:11][CH2:10]2)[C:5]([CH3:27])=[CH:4][N:3]=1.Cl.[CH3:29][N:30]1[C:38]([CH3:39])=[C:37]2[C:32]([CH:33]=[C:34]([NH2:40])[CH:35]=[CH:36]2)=[N:31]1.C1C=CC(P(C2C(C3C(P(C4C=CC=CC=4)C4C=CC=CC=4)=CC=C4C=3C=CC=C4)=C3C(C=CC=C3)=CC=2)C2C=CC=CC=2)=CC=1.C(=O)([O-])[O-].[Cs+].[Cs+], predict the reaction product. (7) Given the reactants [F:1][C:2]1[CH:12]=[CH:11][C:5]([O:6][CH:7]2[CH2:10][NH:9][CH2:8]2)=[CH:4][CH:3]=1.Cl[C:14]1[N:22]=[CH:21][C:20]([C:23]([F:26])([F:25])[F:24])=[CH:19][C:15]=1[C:16]([OH:18])=[O:17], predict the reaction product. The product is: [F:1][C:2]1[CH:12]=[CH:11][C:5]([O:6][CH:7]2[CH2:8][N:9]([C:14]3[N:22]=[CH:21][C:20]([C:23]([F:26])([F:24])[F:25])=[CH:19][C:15]=3[C:16]([OH:18])=[O:17])[CH2:10]2)=[CH:4][CH:3]=1. (8) Given the reactants [C:1]1([C:7](=[CH2:11])[C:8](O)=[O:9])[CH:6]=[CH:5][CH:4]=[CH:3][CH:2]=1.S(Cl)([Cl:14])=O, predict the reaction product. The product is: [C:1]1([C:7](=[CH2:11])[C:8]([Cl:14])=[O:9])[CH:6]=[CH:5][CH:4]=[CH:3][CH:2]=1. (9) Given the reactants Br[C:2]1[CH:7]=[CH:6][C:5]([O:8][CH3:9])=[CH:4][CH:3]=1.[Mg].II.C([O:20][C:21]1[C:25]([CH:26]=O)=[C:24]([CH3:28])[N:23]([C:29]2[CH:34]=[CH:33][CH:32]=[CH:31][CH:30]=2)[N:22]=1)C1C=CC=CC=1.[Cl-].[NH4+], predict the reaction product. The product is: [CH3:9][O:8][C:5]1[CH:6]=[CH:7][C:2]([CH2:26][C:25]2[C:21](=[O:20])[NH:22][N:23]([C:29]3[CH:30]=[CH:31][CH:32]=[CH:33][CH:34]=3)[C:24]=2[CH3:28])=[CH:3][CH:4]=1. (10) Given the reactants [F:1][C:2]1[C:10]([CH3:11])=[CH:9][CH:8]=[CH:7][C:3]=1[C:4]([OH:6])=O.[F:12][C:13]1([F:28])[CH2:18][CH2:17][C:16]([CH2:26][NH2:27])([C:19]2[CH:20]=[N:21][C:22]([F:25])=[CH:23][CH:24]=2)[CH2:15][CH2:14]1, predict the reaction product. The product is: [F:28][C:13]1([F:12])[CH2:14][CH2:15][C:16]([CH2:26][NH:27][C:4](=[O:6])[C:3]2[CH:7]=[CH:8][CH:9]=[C:10]([CH3:11])[C:2]=2[F:1])([C:19]2[CH:20]=[N:21][C:22]([F:25])=[CH:23][CH:24]=2)[CH2:17][CH2:18]1.